Dataset: Reaction yield outcomes from USPTO patents with 853,638 reactions. Task: Predict the reaction yield, written as a fraction of the theoretical maximum amount of product (1.0 means a 100% yield; for example, 0.34 means a 34% yield). The reactants are [NH2:1][C:2]1[N:7]=[C:6]([C:8]([OH:10])=O)[CH:5]=[CH:4][CH:3]=1.Cl.[CH3:12][NH:13][O:14][CH3:15].ON1C2C=CC=CC=2N=N1.C(N(CC)C(C)C)(C)C. The catalyst is C(#N)C. The product is [NH2:1][C:2]1[N:7]=[C:6]([C:8]([N:13]([O:14][CH3:15])[CH3:12])=[O:10])[CH:5]=[CH:4][CH:3]=1. The yield is 0.330.